This data is from Peptide-MHC class I binding affinity with 185,985 pairs from IEDB/IMGT. The task is: Regression. Given a peptide amino acid sequence and an MHC pseudo amino acid sequence, predict their binding affinity value. This is MHC class I binding data. (1) The peptide sequence is QAFTFSPTYK. The MHC is HLA-A02:03 with pseudo-sequence HLA-A02:03. The binding affinity (normalized) is 0.567. (2) The peptide sequence is KAEVSMHEV. The MHC is HLA-A24:02 with pseudo-sequence HLA-A24:02. The binding affinity (normalized) is 0. (3) The peptide sequence is QGVGGPGQK. The MHC is Mamu-B6601 with pseudo-sequence Mamu-B6601. The binding affinity (normalized) is 0.535. (4) The peptide sequence is TVANNPDDK. The MHC is HLA-A02:02 with pseudo-sequence HLA-A02:02. The binding affinity (normalized) is 0.0755.